From a dataset of Catalyst prediction with 721,799 reactions and 888 catalyst types from USPTO. Predict which catalyst facilitates the given reaction. (1) Reactant: [CH2:1]([N:3]1[C:7](=[NH:8])/[C:6](=[CH:9]/[C:10]2[CH:28]=[CH:27][C:13]([O:14][C:15]3[CH:22]=[CH:21][C:18]([C:19]#[N:20])=[CH:17][C:16]=3[C:23]([F:26])([F:25])[F:24])=[C:12]([O:29][CH3:30])[CH:11]=2)/[NH:5][C:4]1=[O:31])[CH3:2].[C:32](=O)([O-])[O-].[K+].[K+].IC.O. Product: [CH2:1]([N:3]1[C:7](=[NH:8])/[C:6](=[CH:9]/[C:10]2[CH:28]=[CH:27][C:13]([O:14][C:15]3[CH:22]=[CH:21][C:18]([C:19]#[N:20])=[CH:17][C:16]=3[C:23]([F:26])([F:25])[F:24])=[C:12]([O:29][CH3:30])[CH:11]=2)/[N:5]([CH3:32])[C:4]1=[O:31])[CH3:2]. The catalyst class is: 9. (2) Reactant: [Br:1][C:2]1[CH:15]=[C:14]2[CH2:16][C:11]3[C:12]4=[C:13]2[C:4](=[CH:5][CH:6]=[C:7]4[CH:8]=[C:9]([Br:17])[CH:10]=3)[CH:3]=1.CC([O-])(C)C.[K+].CS(C)=O.CN(P(N(C)C)(N(C)C)=O)C. Product: [Br:1][C:2]1[CH:15]=[C:14]2[CH2:16][C:11]3[C:12]4[C:13]2=[C:4]([CH2:5][CH2:6][C:7]=4[CH:8]=[C:9]([Br:17])[CH:10]=3)[CH:3]=1. The catalyst class is: 34. (3) Reactant: [F:1][C:2]([F:17])([C:6]1[CH:11]=[CH:10][C:9]([O:12][CH:13]([CH3:15])[CH3:14])=[C:8]([CH3:16])[CH:7]=1)[C:3]([OH:5])=O.P(Cl)(Cl)(Cl)=O.Cl.[NH2:24][CH2:25][C:26]1[CH:27]=[C:28]2[C:32](=[CH:33][CH:34]=1)[C:31](=[O:35])[N:30]([CH:36]1[CH2:41][CH2:40][C:39](=[O:42])[NH:38][C:37]1=[O:43])[CH2:29]2.C(=O)(O)[O-].[Na+]. Product: [O:43]=[C:37]1[CH:36]([N:30]2[CH2:29][C:28]3[C:32](=[CH:33][CH:34]=[C:26]([CH2:25][NH:24][C:3](=[O:5])[C:2]([F:1])([F:17])[C:6]4[CH:11]=[CH:10][C:9]([O:12][CH:13]([CH3:15])[CH3:14])=[C:8]([CH3:16])[CH:7]=4)[CH:27]=3)[C:31]2=[O:35])[CH2:41][CH2:40][C:39](=[O:42])[NH:38]1. The catalyst class is: 17. (4) Reactant: [Cl-].[C:2]([C:6]1[CH:11]=[CH:10][C:9]([I+:12][C:13]2[CH:18]=[CH:17][C:16]([C:19]([CH3:22])([CH3:21])[CH3:20])=[CH:15][CH:14]=2)=[CH:8][CH:7]=1)([CH3:5])([CH3:4])[CH3:3].[CH3:23][O:24][C:25]1[C:26]2[C:31]([C:32]([O:44][CH3:45])=[C:33]3[C:38]=1[CH:37]=[C:36]([S:39]([O:42]C)(=[O:41])=[O:40])[CH:35]=[CH:34]3)=[CH:30][CH:29]=[CH:28][CH:27]=2. Product: [CH3:23][O:24][C:25]1[C:26]2[C:31]([C:32]([O:44][CH3:45])=[C:33]3[C:38]=1[CH:37]=[C:36]([S:39]([O-:42])(=[O:40])=[O:41])[CH:35]=[CH:34]3)=[CH:30][CH:29]=[CH:28][CH:27]=2.[C:19]([C:16]1[CH:17]=[CH:18][C:13]([I+:12][C:9]2[CH:8]=[CH:7][C:6]([C:2]([CH3:5])([CH3:4])[CH3:3])=[CH:11][CH:10]=2)=[CH:14][CH:15]=1)([CH3:22])([CH3:21])[CH3:20]. The catalyst class is: 10. (5) Product: [CH2:19]([C:18]1[O:31][C:32]2[CH:37]=[CH:36][C:35]([NH:38][S:39]([CH3:42])(=[O:41])=[O:40])=[CH:34][C:33]=2[C:17]=1[C:16](=[O:26])[C:13]1[CH:12]=[CH:11][C:10]([O:9][CH2:8][CH2:7][CH2:6][N:5]([CH2:27][CH2:28][CH2:29][CH3:30])[CH2:1][CH2:2][CH2:3][CH3:4])=[CH:15][CH:14]=1)[CH2:20][CH2:21][CH3:22]. The catalyst class is: 640. Reactant: [CH2:1]([N:5]([CH2:27][CH2:28][CH2:29][CH3:30])[CH2:6][CH2:7][CH2:8][O:9][C:10]1[CH:15]=[CH:14][C:13]([C:16](=[O:26])/[CH:17]=[C:18](/N(C)C)\[CH2:19][CH2:20][CH2:21][CH3:22])=[CH:12][CH:11]=1)[CH2:2][CH2:3][CH3:4].[O:31]=[C:32]1[CH:37]=[CH:36][C:35](=[N:38][S:39]([CH3:42])(=[O:41])=[O:40])[CH:34]=[CH:33]1. (6) Reactant: [NH2:1][C:2]1[CH:7]=[CH:6][C:5]([N:8]2[CH:13]=[CH:12][CH:11]=[CH:10][C:9]2=[O:14])=[CH:4][C:3]=1[F:15].C[Si]([N-][Si](C)(C)C)(C)C.[Li+].[CH2:26]([O:28][C:29]([CH:31]1[CH:36]2[CH:32]1[CH2:33][O:34][C:35]2=[O:37])=[O:30])[CH3:27].Cl. Product: [CH2:26]([O:28][C:29]([CH:31]1[CH:36]([CH2:35][OH:37])[CH:32]1[C:33](=[O:34])[NH:1][C:2]1[CH:7]=[CH:6][C:5]([N:8]2[CH:13]=[CH:12][CH:11]=[CH:10][C:9]2=[O:14])=[CH:4][C:3]=1[F:15])=[O:30])[CH3:27]. The catalyst class is: 1. (7) Reactant: Br[C:2]1[CH:7]=[CH:6][C:5]([F:8])=[CH:4][C:3]=1[O:9][CH3:10].[C:11]([Cu])#[N:12].[NH4+].[OH-]. Product: [F:8][C:5]1[CH:6]=[CH:7][C:2]([C:11]#[N:12])=[C:3]([O:9][CH3:10])[CH:4]=1. The catalyst class is: 60.